From a dataset of Forward reaction prediction with 1.9M reactions from USPTO patents (1976-2016). Predict the product of the given reaction. (1) Given the reactants [F:1][C:2]1[C:11]([F:12])=[CH:10][C:9]([CH:13]=[C:14]([C:18](=O)[CH3:19])[C:15](=[O:17])[CH3:16])=[C:8]2[C:3]=1[C:4](=[O:22])[CH:5]=[C:6]([CH3:21])[O:7]2.[NH2:23]/[C:24](/[CH3:33])=[CH:25]\[C:26]([O:28][CH:29]1[CH2:32][CH2:31][CH2:30]1)=[O:27], predict the reaction product. The product is: [C:15]([C:14]1[CH:13]([C:9]2[CH:10]=[C:11]([F:12])[C:2]([F:1])=[C:3]3[C:8]=2[O:7][C:6]([CH3:21])=[CH:5][C:4]3=[O:22])[C:25]([C:26]([O:28][CH:29]2[CH2:32][CH2:31][CH2:30]2)=[O:27])=[C:24]([CH3:33])[NH:23][C:18]=1[CH3:19])(=[O:17])[CH3:16]. (2) Given the reactants [Cl:1][C:2]1[C:10]2[O:9][CH:8]([CH2:11][NH2:12])[CH2:7][C:6]=2[CH:5]=[CH:4][CH:3]=1.[CH3:13][C:14]([O:17][C:18](O[C:18]([O:17][C:14]([CH3:16])([CH3:15])[CH3:13])=[O:19])=[O:19])([CH3:16])[CH3:15].C(N(CC)CC)C.O, predict the reaction product. The product is: [Cl:1][C:2]1[C:10]2[O:9][CH:8]([CH2:11][NH:12][C:18](=[O:19])[O:17][C:14]([CH3:16])([CH3:15])[CH3:13])[CH2:7][C:6]=2[CH:5]=[CH:4][CH:3]=1. (3) Given the reactants [C:1]([NH:22][C@@H:23]([CH2:28][CH2:29][CH2:30][CH2:31][NH:32][C:33](=[O:43])[CH2:34]/[CH:35]=[CH:36]/[C:37]1[CH:38]=[N:39][CH:40]=[CH:41][CH:42]=1)[C:24]([O:26]C)=[O:25])(=[O:21])[CH2:2][CH2:3][CH2:4]/[CH:5]=[CH:6]\[CH2:7]/[CH:8]=[CH:9]\[CH2:10]/[CH:11]=[CH:12]\[CH2:13]/[CH:14]=[CH:15]\[CH2:16]/[CH:17]=[CH:18]\[CH2:19][CH3:20].[OH-].[Na+].Cl, predict the reaction product. The product is: [C:1]([NH:22][C@@H:23]([CH2:28][CH2:29][CH2:30][CH2:31][NH:32][C:33](=[O:43])[CH2:34]/[CH:35]=[CH:36]/[C:37]1[CH:38]=[N:39][CH:40]=[CH:41][CH:42]=1)[C:24]([OH:26])=[O:25])(=[O:21])[CH2:2][CH2:3][CH2:4]/[CH:5]=[CH:6]\[CH2:7]/[CH:8]=[CH:9]\[CH2:10]/[CH:11]=[CH:12]\[CH2:13]/[CH:14]=[CH:15]\[CH2:16]/[CH:17]=[CH:18]\[CH2:19][CH3:20]. (4) Given the reactants [CH3:1][CH:2]1[CH:7]=[CH:6][CH2:5][C:4]([CH3:9])([CH3:8])[CH:3]1[C:10](=[O:14])/[CH:11]=[CH:12]/[CH3:13].[SH:15][CH2:16][C:17]([OH:19])=[O:18], predict the reaction product. The product is: [O:14]=[C:10]([CH:3]1[C:4]([CH3:8])([CH3:9])[CH2:5][CH:6]=[CH:7][CH:2]1[CH3:1])[CH2:11][CH:12]([S:15][CH2:16][C:17]([OH:19])=[O:18])[CH3:13].